Dataset: NCI-60 drug combinations with 297,098 pairs across 59 cell lines. Task: Regression. Given two drug SMILES strings and cell line genomic features, predict the synergy score measuring deviation from expected non-interaction effect. (1) Drug 1: C1=CN(C(=O)N=C1N)C2C(C(C(O2)CO)O)O.Cl. Drug 2: C1CCC(C(C1)N)N.C(=O)(C(=O)[O-])[O-].[Pt+4]. Cell line: HOP-62. Synergy scores: CSS=57.4, Synergy_ZIP=-0.503, Synergy_Bliss=0.235, Synergy_Loewe=-15.2, Synergy_HSA=4.48. (2) Drug 1: CCC1(C2=C(COC1=O)C(=O)N3CC4=CC5=C(C=CC(=C5CN(C)C)O)N=C4C3=C2)O.Cl. Drug 2: C(CCl)NC(=O)N(CCCl)N=O. Cell line: PC-3. Synergy scores: CSS=18.7, Synergy_ZIP=-3.87, Synergy_Bliss=-2.32, Synergy_Loewe=-0.119, Synergy_HSA=-0.264. (3) Drug 1: CN1CCC(CC1)COC2=C(C=C3C(=C2)N=CN=C3NC4=C(C=C(C=C4)Br)F)OC. Drug 2: CC1=C2C(C(=O)C3(C(CC4C(C3C(C(C2(C)C)(CC1OC(=O)C(C(C5=CC=CC=C5)NC(=O)OC(C)(C)C)O)O)OC(=O)C6=CC=CC=C6)(CO4)OC(=O)C)OC)C)OC. Cell line: HCT116. Synergy scores: CSS=72.9, Synergy_ZIP=17.2, Synergy_Bliss=17.5, Synergy_Loewe=-17.2, Synergy_HSA=17.7. (4) Drug 1: C1=CC(=CC=C1C#N)C(C2=CC=C(C=C2)C#N)N3C=NC=N3. Drug 2: C(CN)CNCCSP(=O)(O)O. Cell line: UACC-257. Synergy scores: CSS=-1.86, Synergy_ZIP=0.933, Synergy_Bliss=0.380, Synergy_Loewe=-2.76, Synergy_HSA=-1.84. (5) Drug 1: C1=CC(=CC=C1CC(C(=O)O)N)N(CCCl)CCCl.Cl. Drug 2: CC1=C2C(C(=O)C3(C(CC4C(C3C(C(C2(C)C)(CC1OC(=O)C(C(C5=CC=CC=C5)NC(=O)C6=CC=CC=C6)O)O)OC(=O)C7=CC=CC=C7)(CO4)OC(=O)C)O)C)OC(=O)C. Cell line: SK-OV-3. Synergy scores: CSS=49.5, Synergy_ZIP=-3.00, Synergy_Bliss=-2.22, Synergy_Loewe=-22.0, Synergy_HSA=-1.33. (6) Drug 1: CC=C1C(=O)NC(C(=O)OC2CC(=O)NC(C(=O)NC(CSSCCC=C2)C(=O)N1)C(C)C)C(C)C. Drug 2: CC1CCC2CC(C(=CC=CC=CC(CC(C(=O)C(C(C(=CC(C(=O)CC(OC(=O)C3CCCCN3C(=O)C(=O)C1(O2)O)C(C)CC4CCC(C(C4)OC)OCCO)C)C)O)OC)C)C)C)OC. Cell line: SR. Synergy scores: CSS=72.1, Synergy_ZIP=-0.560, Synergy_Bliss=-0.393, Synergy_Loewe=-39.1, Synergy_HSA=0.0931. (7) Drug 1: CC1=C(C=C(C=C1)NC(=O)C2=CC=C(C=C2)CN3CCN(CC3)C)NC4=NC=CC(=N4)C5=CN=CC=C5. Drug 2: CC1=C(C(=CC=C1)Cl)NC(=O)C2=CN=C(S2)NC3=CC(=NC(=N3)C)N4CCN(CC4)CCO. Cell line: HCT116. Synergy scores: CSS=2.49, Synergy_ZIP=4.37, Synergy_Bliss=8.17, Synergy_Loewe=-4.28, Synergy_HSA=0.0300. (8) Drug 1: C1=CC(=C2C(=C1NCCNCCO)C(=O)C3=C(C=CC(=C3C2=O)O)O)NCCNCCO. Drug 2: CN(CC1=CN=C2C(=N1)C(=NC(=N2)N)N)C3=CC=C(C=C3)C(=O)NC(CCC(=O)O)C(=O)O. Cell line: HCC-2998. Synergy scores: CSS=24.2, Synergy_ZIP=-5.71, Synergy_Bliss=-7.59, Synergy_Loewe=-8.47, Synergy_HSA=-2.49. (9) Drug 1: C1=CC(=CC=C1C#N)C(C2=CC=C(C=C2)C#N)N3C=NC=N3. Drug 2: CC12CCC3C(C1CCC2OP(=O)(O)O)CCC4=C3C=CC(=C4)OC(=O)N(CCCl)CCCl.[Na+]. Cell line: RPMI-8226. Synergy scores: CSS=-0.506, Synergy_ZIP=2.04, Synergy_Bliss=0.791, Synergy_Loewe=-2.14, Synergy_HSA=-2.40. (10) Cell line: NCI-H460. Drug 2: CN(CC1=CN=C2C(=N1)C(=NC(=N2)N)N)C3=CC=C(C=C3)C(=O)NC(CCC(=O)O)C(=O)O. Drug 1: CC1=C2C(C(=O)C3(C(CC4C(C3C(C(C2(C)C)(CC1OC(=O)C(C(C5=CC=CC=C5)NC(=O)OC(C)(C)C)O)O)OC(=O)C6=CC=CC=C6)(CO4)OC(=O)C)OC)C)OC. Synergy scores: CSS=43.0, Synergy_ZIP=-8.57, Synergy_Bliss=-11.6, Synergy_Loewe=-14.3, Synergy_HSA=-7.27.